From a dataset of Full USPTO retrosynthesis dataset with 1.9M reactions from patents (1976-2016). Predict the reactants needed to synthesize the given product. (1) The reactants are: [CH2:1]([N:5]([C:12]1[C:13](I)=[N:14][C:15]([C:18]([F:21])([F:20])[F:19])=[CH:16][CH:17]=1)C(=O)C(F)(F)F)[CH:2]=[CH:3][CH3:4].O. Given the product [CH2:3]([C:2]1[C:13]2=[N:14][C:15]([C:18]([F:19])([F:20])[F:21])=[CH:16][CH:17]=[C:12]2[NH:5][CH:1]=1)[CH3:4], predict the reactants needed to synthesize it. (2) Given the product [CH3:38][C@H:34]1[NH:33][C@@H:32]([CH3:31])[CH2:37][N:36]([C:19]2[CH:20]=[CH:21][C:9]3[C:8](=[O:30])[C:7]4[C:6]5[C:14](=[CH:15][C:3]([C:1]#[N:2])=[CH:4][CH:5]=5)[NH:13][C:12]=4[C:11]([CH3:16])([CH3:17])[C:10]=3[CH:18]=2)[CH2:35]1, predict the reactants needed to synthesize it. The reactants are: [C:1]([C:3]1[CH:15]=[C:14]2[C:6]([C:7]3[C:8](=[O:30])[C:9]4[CH:21]=[CH:20][C:19](OS(C(F)(F)F)(=O)=O)=[CH:18][C:10]=4[C:11]([CH3:17])([CH3:16])[C:12]=3[NH:13]2)=[CH:5][CH:4]=1)#[N:2].[CH3:31][CH:32]1[CH2:37][NH:36][CH2:35][CH:34]([CH3:38])[NH:33]1. (3) Given the product [NH2:1][CH2:4][C@@H:5]1[CH2:23][NH:22][C:9]2[C:10]3[C:11]4[CH:12]=[CH:13][C:14]([Cl:21])=[N:15][C:16]=4[CH:17]=[CH:18][C:19]=3[S:20][C:8]=2[C:7](=[O:24])[NH:6]1, predict the reactants needed to synthesize it. The reactants are: [N:1]([CH2:4][C@@H:5]1[CH2:23][NH:22][C:9]2[C:10]3[C:11]4[CH:12]=[CH:13][C:14]([Cl:21])=[N:15][C:16]=4[CH:17]=[CH:18][C:19]=3[S:20][C:8]=2[C:7](=[O:24])[NH:6]1)=[N+]=[N-].C1(P(C2C=CC=CC=2)C2C=CC=CC=2)C=CC=CC=1. (4) The reactants are: [OH-:1].[Na+].[O:3]1[C:14]2[C:10]3[NH:11][C:12](=[O:13])[C:9]=3[CH:8]=[CH:7][C:6]=2[O:5][CH2:4]1.OO.Cl. Given the product [NH2:11][C:10]1[C:14]2[O:3][CH2:4][O:5][C:6]=2[CH:7]=[CH:8][C:9]=1[C:12]([OH:1])=[O:13], predict the reactants needed to synthesize it. (5) Given the product [Cl:13][C:14]1[N:15]=[C:16]([NH2:21])[N:17]=[C:18]([NH:12][C:9]2([CH2:8][C:2]3[CH:7]=[CH:6][CH:5]=[CH:4][CH:3]=3)[CH2:11][CH2:10]2)[CH:19]=1, predict the reactants needed to synthesize it. The reactants are: Cl.[C:2]1([CH2:8][C:9]2([NH2:12])[CH2:11][CH2:10]2)[CH:7]=[CH:6][CH:5]=[CH:4][CH:3]=1.[Cl:13][C:14]1[CH:19]=[C:18](Cl)[N:17]=[C:16]([NH2:21])[N:15]=1.CCN(CC)CC.C([O-])([O-])=O.[K+].[K+]. (6) Given the product [CH:12]1([S:17]([CH2:18][C:19]([NH:21][C:22]2[C:31]([C:32]3[CH:37]=[CH:36][C:35]([F:38])=[C:34]([CH3:39])[CH:33]=3)=[C:25]3[N:26]=[CH:27][C:28]([CH3:30])=[CH:29][N:24]3[N:23]=2)=[O:20])=[O:6])[CH2:16][CH2:15][CH2:14][CH2:13]1, predict the reactants needed to synthesize it. The reactants are: ClC1C=C(C=CC=1)C(OO)=[O:6].[CH:12]1([S:17][CH2:18][C:19]([NH:21][C:22]2[C:31]([C:32]3[CH:37]=[CH:36][C:35]([F:38])=[C:34]([CH3:39])[CH:33]=3)=[C:25]3[N:26]=[CH:27][C:28]([CH3:30])=[CH:29][N:24]3[N:23]=2)=[O:20])[CH2:16][CH2:15][CH2:14][CH2:13]1. (7) The reactants are: [CH3:1][O:2][C:3]1[CH:4]=[C:5]([CH:9]=[CH:10][C:11]=1[NH:12][C:13]1[N:14]=[CH:15][C:16]2[N:22]([CH3:23])[C:21](=[O:24])[CH2:20][CH2:19][N:18]([CH:25]3[CH2:29][CH2:28][CH:27]([CH3:30])[CH2:26]3)[C:17]=2[N:31]=1)[C:6]([OH:8])=O.F[P-](F)(F)(F)(F)F.CN(C(N(C)C)=[N+]1C2C(=NC=CC=2)[N+]([O-])=N1)C.C(N(C(C)C)C(C)C)C.[NH2:65][CH:66]1[CH2:71][CH2:70][N:69]([CH3:72])[CH2:68][CH2:67]1. Given the product [CH3:1][O:2][C:3]1[CH:4]=[C:5]([CH:9]=[CH:10][C:11]=1[NH:12][C:13]1[N:14]=[CH:15][C:16]2[N:22]([CH3:23])[C:21](=[O:24])[CH2:20][CH2:19][N:18]([CH:25]3[CH2:29][CH2:28][CH:27]([CH3:30])[CH2:26]3)[C:17]=2[N:31]=1)[C:6]([NH:65][CH:66]1[CH2:71][CH2:70][N:69]([CH3:72])[CH2:68][CH2:67]1)=[O:8], predict the reactants needed to synthesize it.